Task: Predict the product of the given reaction.. Dataset: Forward reaction prediction with 1.9M reactions from USPTO patents (1976-2016) (1) Given the reactants C([SiH](CC)CC)C.[Br:8][C:9]1[CH:10]=[C:11]([CH:15]([C:17]2[S:18][C:19]3[CH:26]=[CH:25][CH:24]=[CH:23][C:20]=3[C:21]=2[CH3:22])O)[CH:12]=[CH:13][CH:14]=1.C(=O)([O-])[O-].[Na+].[Na+], predict the reaction product. The product is: [Br:8][C:9]1[CH:10]=[C:11]([CH:12]=[CH:13][CH:14]=1)[CH2:15][C:17]1[S:18][C:19]2[CH:26]=[CH:25][CH:24]=[CH:23][C:20]=2[C:21]=1[CH3:22]. (2) Given the reactants [CH3:1][C:2]1[S:6][C:5]([C:7]2[CH:12]=[CH:11][C:10]([C:13]([F:16])([F:15])[F:14])=[CH:9][CH:8]=2)=[N:4][C:3]=1[CH2:17][CH2:18][NH2:19].[CH3:20][O:21][C:22](=[O:36])[C:23]1[CH:28]=[C:27]([S:29](Cl)(=[O:31])=[O:30])[CH:26]=[CH:25][C:24]=1[CH:33]([CH3:35])[CH3:34].CN(C)C=O.C(=O)(O)[O-].[Na+], predict the reaction product. The product is: [CH3:20][O:21][C:22](=[O:36])[C:23]1[CH:28]=[C:27]([S:29](=[O:30])(=[O:31])[NH:19][CH2:18][CH2:17][C:3]2[N:4]=[C:5]([C:7]3[CH:8]=[CH:9][C:10]([C:13]([F:16])([F:15])[F:14])=[CH:11][CH:12]=3)[S:6][C:2]=2[CH3:1])[CH:26]=[CH:25][C:24]=1[CH:33]([CH3:34])[CH3:35]. (3) Given the reactants [C:1]1(=[O:11])[NH:5][C:4](=[O:6])[C:3]2=[CH:7][CH:8]=[CH:9][CH:10]=[C:2]12.[CH2:12]1[CH2:16][O:15][CH2:14][CH2:13]1, predict the reaction product. The product is: [OH:15][C@@H:16]1[C:12]2[C:2](=[CH:10][CH:9]=[CH:14][CH:13]=2)[CH:3]=[CH:7][C@H:8]1[N:5]1[C:1](=[O:11])[C:2]2[C:3](=[CH:7][CH:8]=[CH:9][CH:10]=2)[C:4]1=[O:6]. (4) Given the reactants [CH2:1]([NH:8][C:9](=[O:26])[CH:10]([NH:17][CH2:18][C:19]1[CH:24]=[CH:23][C:22]([Cl:25])=[CH:21][CH:20]=1)[C:11]1[CH:16]=[CH:15][CH:14]=[CH:13][CH:12]=1)[C:2]1[CH:7]=[CH:6][CH:5]=[CH:4][CH:3]=1.C=[O:28].[CH2:29](Cl)CCl.C([BH3-])#N.[C:36]([OH:39])(=[O:38])[CH3:37], predict the reaction product. The product is: [C:9]([OH:26])(=[O:28])/[CH:10]=[CH:37]/[C:36]([OH:39])=[O:38].[CH2:1]([NH:8][C:9](=[O:26])[CH:10]([N:17]([CH2:18][C:19]1[CH:24]=[CH:23][C:22]([Cl:25])=[CH:21][CH:20]=1)[CH3:29])[C:11]1[CH:16]=[CH:15][CH:14]=[CH:13][CH:12]=1)[C:2]1[CH:7]=[CH:6][CH:5]=[CH:4][CH:3]=1.